Task: Predict the product of the given reaction.. Dataset: Forward reaction prediction with 1.9M reactions from USPTO patents (1976-2016) Given the reactants [CH2:1]([S:8][C:9]1[N:14]=[C:13]([CH2:15][NH:16]C(=O)OC(C)(C)C)[CH:12]=[C:11]([C:24]2[CH:29]=[CH:28][C:27]([C:30]([F:33])([F:32])[F:31])=[CH:26][CH:25]=2)[N:10]=1)[C:2]1[CH:7]=[CH:6][CH:5]=[CH:4][CH:3]=1.[ClH:34], predict the reaction product. The product is: [ClH:34].[CH2:1]([S:8][C:9]1[N:14]=[C:13]([CH2:15][NH2:16])[CH:12]=[C:11]([C:24]2[CH:29]=[CH:28][C:27]([C:30]([F:32])([F:33])[F:31])=[CH:26][CH:25]=2)[N:10]=1)[C:2]1[CH:7]=[CH:6][CH:5]=[CH:4][CH:3]=1.